This data is from Forward reaction prediction with 1.9M reactions from USPTO patents (1976-2016). The task is: Predict the product of the given reaction. (1) Given the reactants C(OC(=O)[NH:10][C:11]1[CH:12]=[N:13][C:14]([C:17]([CH3:22])([CH3:21])[C:18]([NH2:20])=[O:19])=[CH:15][CH:16]=1)C1C=CC=CC=1, predict the reaction product. The product is: [NH2:10][C:11]1[CH:16]=[CH:15][C:14]([C:17]([CH3:22])([CH3:21])[C:18]([NH2:20])=[O:19])=[N:13][CH:12]=1. (2) The product is: [C:13]1([S:19]([N:8]2[C:5]3=[N:6][CH:7]=[C:2]([Br:1])[CH:3]=[C:4]3[C:10]([CH:11]=[O:12])=[CH:9]2)(=[O:21])=[O:20])[CH:18]=[CH:17][CH:16]=[CH:15][CH:14]=1. Given the reactants [Br:1][C:2]1[CH:3]=[C:4]2[C:10]([CH:11]=[O:12])=[CH:9][NH:8][C:5]2=[N:6][CH:7]=1.[C:13]1([S:19](Cl)(=[O:21])=[O:20])[CH:18]=[CH:17][CH:16]=[CH:15][CH:14]=1.[OH-].[Na+], predict the reaction product. (3) Given the reactants [F-].[Cs+].[C:3]([C:5]1[CH:6]=[C:7](B(O)O)[CH:8]=[CH:9][C:10]=1[F:11])#[N:4].Cl[C:16]1[CH:17]=[C:18]([CH:23]=[CH:24][N:25]=1)[C:19]([O:21][CH3:22])=[O:20], predict the reaction product. The product is: [C:3]([C:5]1[CH:6]=[C:7]([C:16]2[CH:17]=[C:18]([CH:23]=[CH:24][N:25]=2)[C:19]([O:21][CH3:22])=[O:20])[CH:8]=[CH:9][C:10]=1[F:11])#[N:4]. (4) Given the reactants N#N.[NH:3]1[C:7]2[CH:8]=[CH:9][CH:10]=[CH:11][C:6]=2[N:5]=[C:4]1[C@H:12]([NH:21][C:22]([NH:24][C@H:25]1[CH2:30][CH2:29][C@H:28]([OH:31])[CH2:27][CH2:26]1)=[O:23])[CH2:13][C:14]1[CH:19]=[CH:18][C:17]([Br:20])=[CH:16][CH:15]=1.N1C=CN=C1.[CH3:37][C:38]([Si:41](Cl)([CH3:43])[CH3:42])([CH3:40])[CH3:39], predict the reaction product. The product is: [NH:3]1[C:7]2[CH:8]=[CH:9][CH:10]=[CH:11][C:6]=2[N:5]=[C:4]1[C@H:12]([NH:21][C:22]([NH:24][C@H:25]1[CH2:30][CH2:29][C@H:28]([O:31][Si:41]([C:38]([CH3:40])([CH3:39])[CH3:37])([CH3:43])[CH3:42])[CH2:27][CH2:26]1)=[O:23])[CH2:13][C:14]1[CH:15]=[CH:16][C:17]([Br:20])=[CH:18][CH:19]=1.